Predict the product of the given reaction. From a dataset of Forward reaction prediction with 1.9M reactions from USPTO patents (1976-2016). Given the reactants Br[C:2]1[CH:3]=[C:4]2[C:9](=[CH:10][C:11]=1[O:12][CH3:13])[N:8]=[C:7]([Cl:14])[N:6]=[CH:5]2.[CH3:15][O:16][C:17]1[CH:18]=[C:19](B(O)O)[CH:20]=[C:21]([O:23][CH3:24])[CH:22]=1.C(=O)([O-])[O-].[Ce+3].C(=O)([O-])[O-].C(=O)([O-])[O-].[Ce+3], predict the reaction product. The product is: [Cl:14][C:7]1[N:6]=[CH:5][C:4]2[C:9](=[CH:10][C:11]([O:12][CH3:13])=[C:2]([C:19]3[CH:18]=[C:17]([O:16][CH3:15])[CH:22]=[C:21]([O:23][CH3:24])[CH:20]=3)[CH:3]=2)[N:8]=1.